This data is from Full USPTO retrosynthesis dataset with 1.9M reactions from patents (1976-2016). The task is: Predict the reactants needed to synthesize the given product. (1) Given the product [CH3:1][N:2]1[C:10]([CH2:11][CH:12]2[CH2:17][CH2:16][N:15]([C@@H:35]([CH3:39])[C:36]([NH2:38])=[O:37])[CH2:14][CH2:13]2)=[N:9][C:8]2[C:3]1=[N:4][C:5]([N:24]1[C:28]3[CH:29]=[CH:30][CH:31]=[CH:32][C:27]=3[N:26]=[C:25]1[CH3:33])=[N:6][C:7]=2[N:18]1[CH2:19][CH2:20][O:21][CH2:22][CH2:23]1, predict the reactants needed to synthesize it. The reactants are: [CH3:1][N:2]1[C:10]([CH2:11][CH:12]2[CH2:17][CH2:16][NH:15][CH2:14][CH2:13]2)=[N:9][C:8]2[C:3]1=[N:4][C:5]([N:24]1[C:28]3[CH:29]=[CH:30][CH:31]=[CH:32][C:27]=3[N:26]=[C:25]1[CH3:33])=[N:6][C:7]=2[N:18]1[CH2:23][CH2:22][O:21][CH2:20][CH2:19]1.Br[CH:35]([CH3:39])[C:36]([NH2:38])=[O:37]. (2) Given the product [Cl:23][C:19]1[CH:18]=[C:17]([C:14]2[CH:15]=[CH:16][C:11]([CH2:10][C@@H:3]([NH:2][C:32]([C:26]3[NH:25][N:24]=[C:28]([C:29]([OH:31])=[O:30])[CH:27]=3)=[O:33])[CH2:4][C:5]([O:7][CH2:8][CH3:9])=[O:6])=[CH:12][CH:13]=2)[CH:22]=[CH:21][CH:20]=1, predict the reactants needed to synthesize it. The reactants are: Cl.[NH2:2][C@H:3]([CH2:10][C:11]1[CH:16]=[CH:15][C:14]([C:17]2[CH:22]=[CH:21][CH:20]=[C:19]([Cl:23])[CH:18]=2)=[CH:13][CH:12]=1)[CH2:4][C:5]([O:7][CH2:8][CH3:9])=[O:6].[NH:24]1[C:28]([C:29]([OH:31])=[O:30])=[CH:27][C:26]([C:32](O)=[O:33])=[N:25]1.CCN=C=NCCCN(C)C.Cl.C1C=CC2N(O)N=NC=2C=1.C(N(CC)CC)C. (3) Given the product [Cl:1][C:2]1[CH:10]=[C:9]2[C:5]([C:6]([CH2:12][NH:15][CH3:14])=[CH:7][N:8]2[CH3:11])=[CH:4][CH:3]=1, predict the reactants needed to synthesize it. The reactants are: [Cl:1][C:2]1[CH:10]=[C:9]2[C:5]([C:6]([CH:12]=O)=[CH:7][N:8]2[CH3:11])=[CH:4][CH:3]=1.[CH3:14][N:15]1C2C(=CC=CC=2)C(C)=C1C=O.